Predict the reaction yield, written as a fraction of the theoretical maximum amount of product (1.0 means a 100% yield; for example, 0.34 means a 34% yield). From a dataset of Reaction yield outcomes from USPTO patents with 853,638 reactions. The reactants are [C:1]([NH:8][C@H:9]([C:18]([NH2:20])=[O:19])[CH2:10][C:11]1[CH:16]=[CH:15][C:14]([OH:17])=[CH:13][CH:12]=1)([O:3][C:4]([CH3:7])([CH3:6])[CH3:5])=[O:2].[C:21](OC(=O)C)(=[O:23])[CH3:22]. The catalyst is N1C=CC=CC=1. The product is [C:4]([O:3][C:1]([NH:8][C@H:9]([C:18](=[O:19])[NH2:20])[CH2:10][C:11]1[CH:12]=[CH:13][C:14]([O:17][C:21](=[O:23])[CH3:22])=[CH:15][CH:16]=1)=[O:2])([CH3:5])([CH3:7])[CH3:6]. The yield is 0.860.